The task is: Regression. Given a peptide amino acid sequence and an MHC pseudo amino acid sequence, predict their binding affinity value. This is MHC class I binding data.. This data is from Peptide-MHC class I binding affinity with 185,985 pairs from IEDB/IMGT. (1) The peptide sequence is CLTFGRETVI. The MHC is Patr-A0701 with pseudo-sequence Patr-A0701. The binding affinity (normalized) is 0. (2) The peptide sequence is SSVSSFERF. The MHC is SLA-20401 with pseudo-sequence SLA-20401. The binding affinity (normalized) is 0.0847. (3) The peptide sequence is GLLDVTDNV. The MHC is HLA-A02:19 with pseudo-sequence HLA-A02:19. The binding affinity (normalized) is 0.872.